The task is: Regression. Given two drug SMILES strings and cell line genomic features, predict the synergy score measuring deviation from expected non-interaction effect.. This data is from Merck oncology drug combination screen with 23,052 pairs across 39 cell lines. Drug 1: C=CCn1c(=O)c2cnc(Nc3ccc(N4CCN(C)CC4)cc3)nc2n1-c1cccc(C(C)(C)O)n1. Drug 2: Cn1cc(-c2cnn3c(N)c(Br)c(C4CCCNC4)nc23)cn1. Cell line: PA1. Synergy scores: synergy=19.0.